Dataset: Peptide-MHC class II binding affinity with 134,281 pairs from IEDB. Task: Regression. Given a peptide amino acid sequence and an MHC pseudo amino acid sequence, predict their binding affinity value. This is MHC class II binding data. (1) The peptide sequence is LVGPTPVNIIGRNLMTQIGC. The MHC is DRB1_0101 with pseudo-sequence DRB1_0101. The binding affinity (normalized) is 0.333. (2) The peptide sequence is TYDKGILTVSVAVSE. The MHC is DRB3_0101 with pseudo-sequence DRB3_0101. The binding affinity (normalized) is 0.328.